From a dataset of Peptide-MHC class I binding affinity with 185,985 pairs from IEDB/IMGT. Regression. Given a peptide amino acid sequence and an MHC pseudo amino acid sequence, predict their binding affinity value. This is MHC class I binding data. The peptide sequence is ETFGFEIQSY. The MHC is Patr-B0101 with pseudo-sequence Patr-B0101. The binding affinity (normalized) is 0.